Dataset: hERG potassium channel inhibition data for cardiac toxicity prediction from Karim et al.. Task: Regression/Classification. Given a drug SMILES string, predict its toxicity properties. Task type varies by dataset: regression for continuous values (e.g., LD50, hERG inhibition percentage) or binary classification for toxic/non-toxic outcomes (e.g., AMES mutagenicity, cardiotoxicity, hepatotoxicity). Dataset: herg_karim. The drug is FC(F)(F)Oc1ccccc1CC(c1ccccc1)N1CCNCC1. The result is 0 (non-blocker).